This data is from Forward reaction prediction with 1.9M reactions from USPTO patents (1976-2016). The task is: Predict the product of the given reaction. Given the reactants [H-].[Na+].COP([CH2:9][C:10]([O:12][CH2:13][CH3:14])=[O:11])(OC)=O.[F:15][CH:16]1[C:21](=O)[CH2:20][CH2:19][N:18]([C:23]2[C:24]([N+:29]([O-:31])=[O:30])=[N:25][CH:26]=[CH:27][CH:28]=2)[CH2:17]1, predict the reaction product. The product is: [F:15][CH:16]1[CH2:17][N:18]([C:23]2[C:24]([N+:29]([O-:31])=[O:30])=[N:25][CH:26]=[CH:27][CH:28]=2)[CH2:19][CH2:20]/[C:21]/1=[CH:9]/[C:10]([O:12][CH2:13][CH3:14])=[O:11].